From a dataset of NCI-60 drug combinations with 297,098 pairs across 59 cell lines. Regression. Given two drug SMILES strings and cell line genomic features, predict the synergy score measuring deviation from expected non-interaction effect. (1) Drug 1: C1CCC(CC1)NC(=O)N(CCCl)N=O. Drug 2: CC1C(C(CC(O1)OC2CC(CC3=C2C(=C4C(=C3O)C(=O)C5=C(C4=O)C(=CC=C5)OC)O)(C(=O)CO)O)N)O.Cl. Cell line: SK-MEL-5. Synergy scores: CSS=53.1, Synergy_ZIP=-1.22, Synergy_Bliss=0.158, Synergy_Loewe=1.81, Synergy_HSA=1.75. (2) Drug 1: CC12CCC3C(C1CCC2=O)CC(=C)C4=CC(=O)C=CC34C. Drug 2: C1=C(C(=O)NC(=O)N1)N(CCCl)CCCl. Cell line: RXF 393. Synergy scores: CSS=57.4, Synergy_ZIP=2.57, Synergy_Bliss=3.34, Synergy_Loewe=4.72, Synergy_HSA=4.99. (3) Drug 1: CC1C(C(=O)NC(C(=O)N2CCCC2C(=O)N(CC(=O)N(C(C(=O)O1)C(C)C)C)C)C(C)C)NC(=O)C3=C4C(=C(C=C3)C)OC5=C(C(=O)C(=C(C5=N4)C(=O)NC6C(OC(=O)C(N(C(=O)CN(C(=O)C7CCCN7C(=O)C(NC6=O)C(C)C)C)C)C(C)C)C)N)C. Drug 2: C1=NC2=C(N=C(N=C2N1C3C(C(C(O3)CO)O)F)Cl)N. Cell line: SK-MEL-28. Synergy scores: CSS=16.7, Synergy_ZIP=-1.88, Synergy_Bliss=2.48, Synergy_Loewe=0.438, Synergy_HSA=2.60. (4) Drug 1: C1CCN(CC1)CCOC2=CC=C(C=C2)C(=O)C3=C(SC4=C3C=CC(=C4)O)C5=CC=C(C=C5)O. Drug 2: C1CN(P(=O)(OC1)NCCCl)CCCl. Cell line: BT-549. Synergy scores: CSS=1.72, Synergy_ZIP=-2.87, Synergy_Bliss=0.181, Synergy_Loewe=-2.60, Synergy_HSA=-2.15. (5) Drug 1: C1CCC(C1)C(CC#N)N2C=C(C=N2)C3=C4C=CNC4=NC=N3. Drug 2: C1=NC2=C(N=C(N=C2N1C3C(C(C(O3)CO)O)O)F)N. Cell line: RXF 393. Synergy scores: CSS=-2.39, Synergy_ZIP=-0.498, Synergy_Bliss=-1.30, Synergy_Loewe=-4.68, Synergy_HSA=-2.76.